Dataset: Full USPTO retrosynthesis dataset with 1.9M reactions from patents (1976-2016). Task: Predict the reactants needed to synthesize the given product. (1) Given the product [O:27]1[CH2:28][CH2:29][CH2:30][CH2:31][CH:26]1[O:25][CH2:24][CH2:23][O:22][C:19]1[CH:18]=[CH:17][C:16]([N:13]2[C:12]3[CH:32]=[CH:33][C:9]([OH:8])=[CH:10][C:11]=3[N:15]=[CH:14]2)=[CH:21][CH:20]=1, predict the reactants needed to synthesize it. The reactants are: [Si]([O:8][C:9]1[CH:33]=[CH:32][C:12]2[N:13]([C:16]3[CH:21]=[CH:20][C:19]([O:22][CH2:23][CH2:24][O:25][CH:26]4[CH2:31][CH2:30][CH2:29][CH2:28][O:27]4)=[CH:18][CH:17]=3)[CH:14]=[N:15][C:11]=2[CH:10]=1)(C(C)(C)C)(C)C.[F-].C([N+](CCCC)(CCCC)CCCC)CCC.O1CCCC1. (2) Given the product [CH:1]1[C:6]([I:7])=[C:5]([O:8][C:9]2[CH:10]=[C:11]([I:17])[C:12]([OH:16])=[C:13]([I:15])[CH:14]=2)[C:4]([I:18])=[CH:3][C:2]=1[CH2:19][C:48]([OH:50])=[O:49], predict the reactants needed to synthesize it. The reactants are: [CH:1]1[C:2]([CH2:19][C@H](N)C([O-])=O)=[CH:3][C:4]([I:18])=[C:5]([O:8][C:9]2[CH:10]=[C:11]([I:17])[C:12]([OH:16])=[C:13]([I:15])[CH:14]=2)[C:6]=1[I:7].O.[Na+].[Na].C1C(C[C@H](N)[C:48]([OH:50])=[O:49])=CC(I)=C(OC2C=C(I)C(O)=C(I)C=2)C=1I.